This data is from Catalyst prediction with 721,799 reactions and 888 catalyst types from USPTO. The task is: Predict which catalyst facilitates the given reaction. (1) Reactant: [CH3:1][C:2]([CH3:11])([C:4](=O)[CH2:5][C:6]([CH3:9])([CH3:8])[CH3:7])[CH3:3].[C:12](O)(=O)C.[CH:16]([NH2:18])=[NH:17]. Product: [C:2]([C:4]1[C:5]([C:6]([CH3:9])([CH3:8])[CH3:7])=[CH:12][N:18]=[CH:16][N:17]=1)([CH3:11])([CH3:3])[CH3:1]. The catalyst class is: 51. (2) Reactant: C([O:3][C:4](=[O:17])/[CH:5]=[CH:6]/[C:7]1[CH:12]=[CH:11][C:10]([S:13]([CH3:16])(=[O:15])=[O:14])=[CH:9][CH:8]=1)C.[OH-].[Li+]. Product: [CH3:16][S:13]([C:10]1[CH:11]=[CH:12][C:7](/[CH:6]=[CH:5]/[C:4]([OH:17])=[O:3])=[CH:8][CH:9]=1)(=[O:14])=[O:15]. The catalyst class is: 38. (3) Reactant: Br[C:2]1[CH:3]=[C:4]2[C:8](=[C:9]([Cl:11])[CH:10]=1)[C:7](=[O:12])[N:6]([CH2:13][C:14]1[CH:19]=[CH:18][C:17]([O:20][C:21]([F:24])([F:23])[F:22])=[CH:16][CH:15]=1)[CH2:5]2.C(P(C(C)(C)C)C1C=CC2C(=CC=CC=2)C=1C1C2C(=CC=CC=2)C=CC=1)(C)(C)C.C(=O)([O-])[O-].[Cs+].[Cs+].[F:60][CH:61]([F:64])[CH2:62][OH:63]. Product: [F:60][CH:61]([F:64])[CH2:62][O:63][C:2]1[CH:3]=[C:4]2[C:8](=[C:9]([Cl:11])[CH:10]=1)[C:7](=[O:12])[N:6]([CH2:13][C:14]1[CH:19]=[CH:18][C:17]([O:20][C:21]([F:24])([F:23])[F:22])=[CH:16][CH:15]=1)[CH2:5]2. The catalyst class is: 164. (4) The catalyst class is: 582. Product: [NH2:19][C:15]1[CH:16]=[C:17]2[C:12](=[CH:13][CH:14]=1)[CH2:11][C:10]1([C:3]3[CH:2]=[N:7][CH:6]=[N:5][C:4]=3[NH:8][C:9]1=[O:22])[CH2:18]2. Reactant: Cl[C:2]1[C:3]2[C:10]3([CH2:18][C:17]4[C:12](=[CH:13][CH:14]=[C:15]([N+:19]([O-])=O)[CH:16]=4)[CH2:11]3)[C:9](=[O:22])[NH:8][C:4]=2[N:5]=[CH:6][N:7]=1.C(N(CC)CC)C.[H][H]. (5) Reactant: [CH3:1][C:2]1[CH:11]=[CH:10][C:9]2[C:4](=[CH:5][CH:6]=[C:7]([OH:12])[CH:8]=2)[N:3]=1.[CH3:13][N:14]([C:18]1[CH:23]=[CH:22][CH:21]=[CH:20][CH:19]=1)[C:15](Cl)=[O:16].N12CCN(CC1)CC2. The catalyst class is: 4. Product: [CH3:1][C:2]1[CH:11]=[CH:10][C:9]2[C:4](=[CH:5][CH:6]=[C:7]([O:12][C:15](=[O:16])[N:14]([CH3:13])[C:18]3[CH:23]=[CH:22][CH:21]=[CH:20][CH:19]=3)[CH:8]=2)[N:3]=1. (6) Reactant: [CH2:1]([C:8]1[C:16]2[C:11](=[CH:12][C:13]([CH2:17][N:18]3[CH2:23][CH2:22][N:21]([CH3:24])[CH2:20][CH2:19]3)=[CH:14][CH:15]=2)[NH:10][C:9]=1[C:25]1[CH:30]=[C:29]([C:31]2[CH:36]=[CH:35][N:34]=[CH:33][CH:32]=2)[N:28]=[N:27][C:26]=1[O:37]C)[C:2]1[CH:7]=[CH:6][CH:5]=[CH:4][CH:3]=1.[I-].[K+]. Product: [CH2:1]([C:8]1[C:16]2[C:11](=[CH:12][C:13]([CH2:17][N:18]3[CH2:23][CH2:22][N:21]([CH3:24])[CH2:20][CH2:19]3)=[CH:14][CH:15]=2)[NH:10][C:9]=1[C:25]1[C:26](=[O:37])[NH:27][N:28]=[C:29]([C:31]2[CH:32]=[CH:33][N:34]=[CH:35][CH:36]=2)[CH:30]=1)[C:2]1[CH:3]=[CH:4][CH:5]=[CH:6][CH:7]=1. The catalyst class is: 10. (7) Reactant: [Cl:1][C:2]1[CH:34]=[CH:33][C:5]([CH2:6][N:7]2[C:12]([NH:13][C:14]3[CH:19]=[CH:18][C:17]([O:20][CH:21]([CH3:23])[CH3:22])=[C:16]([Cl:24])[CH:15]=3)=[N:11][C:10]([CH:25]=[CH:26][C:27]([O:29]CC)=[O:28])=[N:9][C:8]2=[O:32])=[CH:4][CH:3]=1.C1COCC1.CCO.O.[OH-].[Li+]. Product: [Cl:1][C:2]1[CH:3]=[CH:4][C:5]([CH2:6][N:7]2[C:12]([NH:13][C:14]3[CH:19]=[CH:18][C:17]([O:20][CH:21]([CH3:23])[CH3:22])=[C:16]([Cl:24])[CH:15]=3)=[N:11][C:10]([CH:25]=[CH:26][C:27]([OH:29])=[O:28])=[N:9][C:8]2=[O:32])=[CH:33][CH:34]=1. The catalyst class is: 6.